Task: Predict the product of the given reaction.. Dataset: Forward reaction prediction with 1.9M reactions from USPTO patents (1976-2016) (1) Given the reactants [N+:1]([C:4]1[CH:5]=[C:6]([CH2:10][S:11](Cl)(=[O:13])=[O:12])[CH:7]=[CH:8][CH:9]=1)([O-:3])=[O:2].[CH2:15]([NH2:18])[CH2:16][CH3:17].C(N(CC)CC)C, predict the reaction product. The product is: [N+:1]([C:4]1[CH:5]=[C:6]([CH2:10][S:11]([NH:18][CH2:15][CH2:16][CH3:17])(=[O:13])=[O:12])[CH:7]=[CH:8][CH:9]=1)([O-:3])=[O:2]. (2) Given the reactants [NH2:1][C:2]1[CH:12]=[C:11]([F:13])[CH:10]=[CH:9][C:3]=1[C:4]([NH:6][O:7][CH3:8])=[O:5].[CH3:14][N:15]1[CH:19]=[C:18]([NH:20][C:21]2[CH:26]=[C:25](I)[C:24]([C:28]([F:31])([F:30])[F:29])=[CH:23][N:22]=2)[C:17]([CH3:32])=[N:16]1, predict the reaction product. The product is: [CH3:14][N:15]1[CH:19]=[C:18]([NH:20][C:21]2[CH:26]=[C:25]([NH:1][C:2]3[CH:12]=[C:11]([F:13])[CH:10]=[CH:9][C:3]=3[C:4]([NH:6][O:7][CH3:8])=[O:5])[C:24]([C:28]([F:30])([F:29])[F:31])=[CH:23][N:22]=2)[C:17]([CH3:32])=[N:16]1.